Dataset: Reaction yield outcomes from USPTO patents with 853,638 reactions. Task: Predict the reaction yield, written as a fraction of the theoretical maximum amount of product (1.0 means a 100% yield; for example, 0.34 means a 34% yield). (1) The reactants are CCN(C(C)C)C(C)C.OC(C(F)(F)F)=O.[NH2:17][CH2:18][C:19]([N:21]1[CH2:26][CH2:25][N:24]([C:27](=[O:38])[C:28]2[CH:33]=[CH:32][CH:31]=[CH:30][C:29]=2[C:34]([F:37])([F:36])[F:35])[CH2:23][CH2:22]1)=[O:20].C1C=CC2N(O)N=NC=2C=1.CCN=C=NCCCN(C)C.Cl.[C:61]1([C:67]2[O:71][C:70]([C:72](O)=[O:73])=[CH:69][CH:68]=2)[CH:66]=[CH:65][CH:64]=[CH:63][CH:62]=1. The catalyst is CN(C=O)C.O. The product is [O:20]=[C:19]([N:21]1[CH2:22][CH2:23][N:24]([C:27](=[O:38])[C:28]2[CH:33]=[CH:32][CH:31]=[CH:30][C:29]=2[C:34]([F:37])([F:35])[F:36])[CH2:25][CH2:26]1)[CH2:18][NH:17][C:72]([C:70]1[O:71][C:67]([C:61]2[CH:62]=[CH:63][CH:64]=[CH:65][CH:66]=2)=[CH:68][CH:69]=1)=[O:73]. The yield is 0.400. (2) The reactants are [C:1]([C:3]1[C:22](=[O:23])[C@@H:21]([CH3:24])[C@@H:6]2[CH2:7][CH2:8][C:9]3[CH:10]=[N:11][C:12]([C:15]4[CH:20]=[CH:19][CH:18]=[CH:17][CH:16]=4)=[N:13][C:14]=3[C@@:5]2([C:25]2[CH:26]=[C:27]([CH:32]=[CH:33][CH:34]=2)[C:28]([O:30]C)=[O:29])[CH:4]=1)#[N:2].O.O.[OH-].[Li+].Cl. The catalyst is O1CCCC1.C(OCC)(=O)C. The product is [C:1]([C:3]1[C:22](=[O:23])[C@@H:21]([CH3:24])[C@@H:6]2[CH2:7][CH2:8][C:9]3[CH:10]=[N:11][C:12]([C:15]4[CH:16]=[CH:17][CH:18]=[CH:19][CH:20]=4)=[N:13][C:14]=3[C@@:5]2([C:25]2[CH:26]=[C:27]([CH:32]=[CH:33][CH:34]=2)[C:28]([OH:30])=[O:29])[CH:4]=1)#[N:2]. The yield is 0.380. (3) The reactants are C(OC(=O)[NH:7][C:8]1[CH:13]=[CH:12][CH:11]=[C:10]([O:14][C:15]2[N:20]=[C:19]3[S:21][C:22]([NH:24][C:25]([CH:27]4[CH2:29][CH2:28]4)=[O:26])=[N:23][C:18]3=[CH:17][CH:16]=2)[CH:9]=1)(C)(C)C.C1(OC)C=CC=CC=1. The catalyst is FC(F)(F)C(O)=O. The product is [NH2:7][C:8]1[CH:9]=[C:10]([CH:11]=[CH:12][CH:13]=1)[O:14][C:15]1[N:20]=[C:19]2[S:21][C:22]([NH:24][C:25]([CH:27]3[CH2:29][CH2:28]3)=[O:26])=[N:23][C:18]2=[CH:17][CH:16]=1. The yield is 0.790. (4) The reactants are Br[C:2]1[CH:9]=[CH:8][C:5]([CH:6]=[O:7])=[C:4]([F:10])[CH:3]=1.CN(C1CCCCC1)C1CCCCC1.[C:25]([O:29][CH3:30])(=[O:28])[CH:26]=[CH2:27]. The catalyst is O1CCOCC1.C1C=CC(/C=C/C(/C=C/C2C=CC=CC=2)=O)=CC=1.C1C=CC(/C=C/C(/C=C/C2C=CC=CC=2)=O)=CC=1.C1C=CC(/C=C/C(/C=C/C2C=CC=CC=2)=O)=CC=1.[Pd].[Pd]. The product is [CH3:30][O:29][C:25](=[O:28])/[CH:26]=[CH:27]/[C:2]1[CH:9]=[CH:8][C:5]([CH:6]=[O:7])=[C:4]([F:10])[CH:3]=1. The yield is 0.800. (5) The reactants are C(OC([N:8]1[CH2:13][CH2:12][CH:11]([O:14][C:15]2[C:19]([C:20](=[O:27])[C:21]3[CH:26]=[CH:25][CH:24]=[CH:23][CH:22]=3)=[C:18]([NH2:28])[N:17]([C:29]3[CH:34]=[C:33]([C:35](=[O:40])[NH:36][CH:37]4[CH2:39][CH2:38]4)[CH:32]=[CH:31][C:30]=3[CH3:41])[N:16]=2)[CH2:10][CH2:9]1)=O)(C)(C)C.[F:42][C:43]([F:48])([F:47])[C:44]([OH:46])=[O:45]. The yield is 0.590. The product is [F:42][C:43]([F:48])([F:47])[C:44]([OH:46])=[O:45].[NH2:28][C:18]1[N:17]([C:29]2[CH:34]=[C:33]([CH:32]=[CH:31][C:30]=2[CH3:41])[C:35]([NH:36][CH:37]2[CH2:38][CH2:39]2)=[O:40])[N:16]=[C:15]([O:14][CH:11]2[CH2:12][CH2:13][NH:8][CH2:9][CH2:10]2)[C:19]=1[C:20](=[O:27])[C:21]1[CH:22]=[CH:23][CH:24]=[CH:25][CH:26]=1. The catalyst is ClCCl. (6) The reactants are Br[C:2]1[CH:7]=[CH:6][CH:5]=[CH:4][N:3]=1.[CH2:8]([N:12]1[CH:20]=[C:19]2[C:14]([C:15]([Cl:21])=[CH:16][CH:17]=[CH:18]2)=[N:13]1)[CH2:9][C:10]#[CH:11]. The yield is 0.190. No catalyst specified. The product is [Cl:21][C:15]1[C:14]2[C:19](=[CH:20][N:12]([CH2:8][CH2:9][C:10]#[C:11][C:2]3[CH:7]=[CH:6][CH:5]=[CH:4][N:3]=3)[N:13]=2)[CH:18]=[CH:17][CH:16]=1. (7) The reactants are [Si:1]([O:18][CH:19]1[CH2:22][N:21]([C:23]2[O:24][CH:25]=[C:26]([C:28](OC)=[O:29])[N:27]=2)[CH2:20]1)([C:14]([CH3:17])([CH3:16])[CH3:15])([C:8]1[CH:13]=[CH:12][CH:11]=[CH:10][CH:9]=1)[C:2]1[CH:7]=[CH:6][CH:5]=[CH:4][CH:3]=1.[NH:32]1[CH2:37][CH2:36][O:35][CH2:34][CH2:33]1.C[Al](C)C.C(O)(=O)C.C(OCC)(=O)C. The catalyst is C1(C)C=CC=CC=1. The product is [Si:1]([O:18][CH:19]1[CH2:22][N:21]([C:23]2[O:24][CH:25]=[C:26]([C:28]([N:32]3[CH2:37][CH2:36][O:35][CH2:34][CH2:33]3)=[O:29])[N:27]=2)[CH2:20]1)([C:14]([CH3:17])([CH3:16])[CH3:15])([C:2]1[CH:3]=[CH:4][CH:5]=[CH:6][CH:7]=1)[C:8]1[CH:9]=[CH:10][CH:11]=[CH:12][CH:13]=1. The yield is 0.360. (8) The reactants are [Cl:1][C:2]1[CH:7]=[CH:6][C:5]([O:8][C:9]([F:12])([F:11])[F:10])=[CH:4][C:3]=1[CH2:13][OH:14].[Br:15]Br. The catalyst is S(=O)(=O)(O)O.O.S([O-])([O-])(=O)=O.[Ag+2]. The product is [Br:15][C:6]1[C:5]([O:8][C:9]([F:11])([F:12])[F:10])=[CH:4][C:3]([CH2:13][OH:14])=[C:2]([Cl:1])[CH:7]=1. The yield is 0.270. (9) The reactants are O[CH2:2][CH:3]1[CH2:12][C:11]2[C:6](=[CH:7][CH:8]=[CH:9][CH:10]=2)[C:5](=[O:13])[N:4]1[CH:14]([CH3:17])CO.S(Cl)([Cl:20])=O.[CH:22]([Cl:25])(Cl)Cl. No catalyst specified. The product is [Cl:20][CH2:2][CH:3]1[CH2:12][C:11]2[C:6](=[CH:7][CH:8]=[CH:9][CH:10]=2)[C:5](=[O:13])[N:4]1[CH:14]([CH3:17])[CH2:22][Cl:25]. The yield is 0.690.